From a dataset of Forward reaction prediction with 1.9M reactions from USPTO patents (1976-2016). Predict the product of the given reaction. (1) Given the reactants [CH3:1][C:2]1[C:6]([C:7]2[C:16]3[O:15][CH2:14][C@H:13]([C:17]4[CH:22]=[CH:21][CH:20]=[CH:19][N:18]=4)[N:12]4[C:23]([N:25]5[CH2:31][CH2:30][CH2:29][N:28](C(OC(C)(C)C)=O)[CH2:27][CH2:26]5)=[N:24][C:10]([C:11]=34)=[CH:9][CH:8]=2)=[C:5]([CH3:39])[O:4][N:3]=1.Cl, predict the reaction product. The product is: [N:25]1([C:23]2[N:12]3[C@@H:13]([C:17]4[CH:22]=[CH:21][CH:20]=[CH:19][N:18]=4)[CH2:14][O:15][C:16]4=[C:11]3[C:10](=[CH:9][CH:8]=[C:7]4[C:6]3[C:2]([CH3:1])=[N:3][O:4][C:5]=3[CH3:39])[N:24]=2)[CH2:31][CH2:30][CH2:29][NH:28][CH2:27][CH2:26]1. (2) Given the reactants [C:1]([O:4][CH:5]([CH:16]1[CH2:18][CH2:17]1)[C:6]([O:8]CC1C=CC=CC=1)=[O:7])(=[O:3])[CH3:2], predict the reaction product. The product is: [C:1]([O:4][CH:5]([CH:16]1[CH2:17][CH2:18]1)[C:6]([OH:8])=[O:7])(=[O:3])[CH3:2].